Dataset: hERG channel blocking data for cardiac toxicity assessment. Task: Regression/Classification. Given a drug SMILES string, predict its toxicity properties. Task type varies by dataset: regression for continuous values (e.g., LD50, hERG inhibition percentage) or binary classification for toxic/non-toxic outcomes (e.g., AMES mutagenicity, cardiotoxicity, hepatotoxicity). Dataset: herg. (1) The molecule is CNNCc1ccc(C(=O)NC(C)C)cc1. The result is 0 (non-blocker). (2) The result is 1 (blocker). The molecule is CC1=NC2=[N+](CCC[C@H]2O)C(=O)[C@@H]1CC[NH+]1CCC(c2noc3cc(F)ccc23)CC1. (3) The molecule is NCCNC[C@@H](O)CO. The result is 0 (non-blocker).